Dataset: Forward reaction prediction with 1.9M reactions from USPTO patents (1976-2016). Task: Predict the product of the given reaction. (1) Given the reactants [Br:1][C:2]1[CH:15]=[C:14]([CH3:16])[C:5]([O:6][C:7]2[CH:12]=[CH:11][N+:10]([O-])=[CH:9][CH:8]=2)=[C:4]([CH3:17])[CH:3]=1.C([O-])([O-])=O.[Na+].[Na+].O=P(Cl)(Cl)[Cl:26], predict the reaction product. The product is: [Br:1][C:2]1[CH:15]=[C:14]([CH3:16])[C:5]([O:6][C:7]2[CH:12]=[CH:11][N:10]=[C:9]([Cl:26])[CH:8]=2)=[C:4]([CH3:17])[CH:3]=1. (2) Given the reactants [CH3:1][C:2]1([CH3:31])[CH2:7][O:6][C:5]([CH2:14][S:15][CH2:16][C:17]([N:19]2[C@@H:23]([C:24]3[CH:29]=[CH:28][CH:27]=[CH:26][CH:25]=3)[CH2:22][O:21][C:20]2=[O:30])=[O:18])([C:8]2[CH:13]=[CH:12][CH:11]=[CH:10][CH:9]=2)[O:4][CH2:3]1.[C:32]1([N:38]=[CH:39][C:40]2[CH:52]=[CH:51][C:43]([O:44][CH2:45][C:46]([O:48][CH2:49][CH3:50])=[O:47])=[CH:42][CH:41]=2)[CH:37]=[CH:36][CH:35]=[CH:34][CH:33]=1.C(N(C(C)C)C(C)C)C.[NH4+].[Cl-], predict the reaction product. The product is: [NH:38]([C@@H:39]([C:40]1[CH:52]=[CH:51][C:43]([O:44][CH2:45][C:46]([O:48][CH2:49][CH3:50])=[O:47])=[CH:42][CH:41]=1)[C@@H:16]([S:15][CH2:14][C:5]1([C:8]2[CH:13]=[CH:12][CH:11]=[CH:10][CH:9]=2)[O:4][CH2:3][C:2]([CH3:31])([CH3:1])[CH2:7][O:6]1)[C:17](=[O:18])[N:19]1[C@@H:23]([C:24]2[CH:25]=[CH:26][CH:27]=[CH:28][CH:29]=2)[CH2:22][O:21][C:20]1=[O:30])[C:32]1[CH:33]=[CH:34][CH:35]=[CH:36][CH:37]=1. (3) Given the reactants I[C:2]1[CH:3]=[N:4][N:5]2[CH:10]=[C:9]([C:11]3[CH:12]=[N:13][N:14]([CH3:16])[CH:15]=3)[CH:8]=[C:7]([O:17][CH2:18][C:19]3[CH:20]=[N:21][CH:22]=[CH:23][CH:24]=3)[C:6]=12.C(N(CC)CC)C.[CH:32]1([C:35]#[CH:36])[CH2:34][CH2:33]1, predict the reaction product. The product is: [CH:32]1([C:35]#[C:36][C:2]2[CH:3]=[N:4][N:5]3[CH:10]=[C:9]([C:11]4[CH:12]=[N:13][N:14]([CH3:16])[CH:15]=4)[CH:8]=[C:7]([O:17][CH2:18][C:19]4[CH:20]=[N:21][CH:22]=[CH:23][CH:24]=4)[C:6]=23)[CH2:34][CH2:33]1. (4) The product is: [CH3:42][N:43]1[CH:47]=[C:46]([S:48]([NH:1][C:2]2[C:3]([O:14][C:15]3[CH:16]=[C:17]([CH:33]=[CH:34][CH:35]=3)[O:18][CH2:19][CH:20]3[CH2:25][CH2:24][N:23]([C:26]([O:28][C:29]([CH3:31])([CH3:32])[CH3:30])=[O:27])[CH2:22][CH2:21]3)=[CH:4][C:5]3[N:9]([CH3:10])[C:8](=[O:11])[N:7]([CH3:12])[C:6]=3[CH:13]=2)(=[O:50])=[O:49])[N:45]=[C:44]1[CH3:52]. Given the reactants [NH2:1][C:2]1[C:3]([O:14][C:15]2[CH:16]=[C:17]([CH:33]=[CH:34][CH:35]=2)[O:18][CH2:19][CH:20]2[CH2:25][CH2:24][N:23]([C:26]([O:28][C:29]([CH3:32])([CH3:31])[CH3:30])=[O:27])[CH2:22][CH2:21]2)=[CH:4][C:5]2[N:9]([CH3:10])[C:8](=[O:11])[N:7]([CH3:12])[C:6]=2[CH:13]=1.N1C=CC=CC=1.[CH3:42][N:43]1[CH:47]=[C:46]([S:48](Cl)(=[O:50])=[O:49])[N:45]=[C:44]1[CH3:52], predict the reaction product. (5) Given the reactants CC(C)=[O:3].O.CC1(C)[N:11]2[C:12](=[O:29])[O:13][C@H:14]([C:15]#[C:16][CH2:17][CH2:18][CH2:19][C:20]34[O:27][CH2:26][C:23]([CH3:28])([CH2:24][O:25]3)[CH2:22][O:21]4)[C@@H:10]2[CH2:9][S:8]1, predict the reaction product. The product is: [O:29]=[C:12]1[NH:11][C@H:10]2[CH2:9][S:8][C:16]([CH2:17][CH2:18][CH2:19][C:20]([O:27][CH2:26][C:23]([CH2:22][OH:21])([CH3:28])[CH2:24][OH:25])=[O:3])=[CH:15][C@H:14]2[O:13]1. (6) Given the reactants [CH3:1][O:2][C:3](=[O:18])[C:4]1[CH:9]=[C:8]([N:10]2[CH:14]=[CH:13][CH:12]=[N:11]2)[CH:7]=[CH:6][C:5]=1[N+:15]([O-])=O, predict the reaction product. The product is: [CH3:1][O:2][C:3](=[O:18])[C:4]1[CH:9]=[C:8]([N:10]2[CH:14]=[CH:13][CH:12]=[N:11]2)[CH:7]=[CH:6][C:5]=1[NH2:15].